From a dataset of Full USPTO retrosynthesis dataset with 1.9M reactions from patents (1976-2016). Predict the reactants needed to synthesize the given product. (1) Given the product [C:35]([C:32]1([NH:31][C:14]([C@@H:12]2[CH2:13][C@H:9]([S:8][C:3]3[CH:4]=[CH:5][CH:6]=[CH:7][C:2]=3[Cl:1])[CH2:10][C@H:11]2[CH2:17][N:18]2[CH2:23][CH2:22][CH:21]([C:24]3[CH:25]=[CH:26][C:27]([F:30])=[CH:28][CH:29]=3)[CH2:20][CH2:19]2)=[O:16])[CH2:34][CH2:33]1)#[N:36], predict the reactants needed to synthesize it. The reactants are: [Cl:1][C:2]1[CH:7]=[CH:6][CH:5]=[CH:4][C:3]=1[S:8][C@H:9]1[CH2:13][C@@H:12]([C:14]([OH:16])=O)[C@H:11]([CH2:17][N:18]2[CH2:23][CH2:22][CH:21]([C:24]3[CH:29]=[CH:28][C:27]([F:30])=[CH:26][CH:25]=3)[CH2:20][CH2:19]2)[CH2:10]1.[NH2:31][C:32]1([C:35]#[N:36])[CH2:34][CH2:33]1. (2) Given the product [Si:9]([O:8][CH2:7][CH2:6][CH2:5][CH:4]([NH2:1])[CH:26]([CH3:27])[CH3:28])([C:22]([CH3:24])([CH3:25])[CH3:23])([C:16]1[CH:17]=[CH:18][CH:19]=[CH:20][CH:21]=1)[C:10]1[CH:11]=[CH:12][CH:13]=[CH:14][CH:15]=1, predict the reactants needed to synthesize it. The reactants are: [N:1]([CH:4]([CH:26]([CH3:28])[CH3:27])[CH2:5][CH2:6][CH2:7][O:8][Si:9]([C:22]([CH3:25])([CH3:24])[CH3:23])([C:16]1[CH:21]=[CH:20][CH:19]=[CH:18][CH:17]=1)[C:10]1[CH:15]=[CH:14][CH:13]=[CH:12][CH:11]=1)=[N+]=[N-].C(CC(OC)=O)C.[H][H]. (3) Given the product [N:1]1([C:7]([N:9]2[CH2:14][CH:13]([C:15]3[CH:20]=[CH:19][C:18]([O:21][C:22]([F:25])([F:24])[F:23])=[CH:17][CH:16]=3)[CH2:12][CH:11]([C:26]3[S:47][C:30]([C:32]4[CH:37]=[CH:36][CH:35]=[CH:34][CH:33]=4)=[N:29][N:28]=3)[CH2:10]2)=[O:8])[CH2:6][CH2:5][O:4][CH2:3][CH2:2]1, predict the reactants needed to synthesize it. The reactants are: [N:1]1([C:7]([N:9]2[CH2:14][CH:13]([C:15]3[CH:20]=[CH:19][C:18]([O:21][C:22]([F:25])([F:24])[F:23])=[CH:17][CH:16]=3)[CH2:12][CH:11]([C:26]([NH:28][NH:29][C:30]([C:32]3[CH:37]=[CH:36][CH:35]=[CH:34][CH:33]=3)=O)=O)[CH2:10]2)=[O:8])[CH2:6][CH2:5][O:4][CH2:3][CH2:2]1.COC1C=CC(P2(SP(C3C=CC(OC)=CC=3)(=S)S2)=[S:47])=CC=1. (4) Given the product [F:1][C:2]1[CH:7]=[CH:6][C:5]([C:8]2[C:12]([C:13]3[N:14]=[CH:15][N:16]([C:18]4[CH:23]=[CH:22][C:21]([C:24]([F:25])([F:26])[F:27])=[CH:20][CH:19]=4)[CH:17]=3)=[C:11]([CH2:28][OH:29])[O:10][N:9]=2)=[CH:4][CH:3]=1, predict the reactants needed to synthesize it. The reactants are: [F:1][C:2]1[CH:7]=[CH:6][C:5]([C:8]2[C:12]([C:13]3[N:14]=[CH:15][N:16]([C:18]4[CH:23]=[CH:22][C:21]([C:24]([F:27])([F:26])[F:25])=[CH:20][CH:19]=4)[CH:17]=3)=[C:11]([CH2:28][O:29]C)[O:10][N:9]=2)=[CH:4][CH:3]=1.FC1C=CC(C2C(C3N=CN(C4C=CC(C(=O)C)=CC=4)C=3)=C(COC)ON=2)=CC=1. (5) Given the product [CH2:3]([O:5][CH:6]([CH2:12][C:13]1[CH:18]=[CH:17][C:16]([O:19][CH2:20][CH:21]=[C:22]2[C:34]3[CH:33]=[CH:32][CH:31]=[CH:30][C:29]=3[C:28]3[C:23]2=[CH:24][CH:25]=[CH:26][CH:27]=3)=[CH:15][CH:14]=1)[C:7]([OH:9])=[O:8])[CH3:4], predict the reactants needed to synthesize it. The reactants are: [OH-].[Li+].[CH2:3]([O:5][CH:6]([CH2:12][C:13]1[CH:18]=[CH:17][C:16]([O:19][CH2:20][CH:21]=[C:22]2[C:34]3[CH:33]=[CH:32][CH:31]=[CH:30][C:29]=3[C:28]3[C:23]2=[CH:24][CH:25]=[CH:26][CH:27]=3)=[CH:15][CH:14]=1)[C:7]([O:9]CC)=[O:8])[CH3:4]. (6) Given the product [O:27]=[C:22]1[CH2:26][CH2:25][CH:24]2[CH:23]1[C@H:7]2[C:5]([O:4][CH2:2][CH3:3])=[O:6], predict the reactants needed to synthesize it. The reactants are: [Br-].[CH2:2]([O:4][C:5]([CH2:7][S+](C)C)=[O:6])[CH3:3].N12CCCN=C1CCCCC2.[C:22]1(=[O:27])[CH2:26][CH2:25][CH:24]=[CH:23]1.COC(C)(C)C. (7) Given the product [CH3:18][O:17][C:13]1[CH:12]=[C:11]2[C:16](=[CH:15][CH:14]=1)[C:7]([NH:83][C:79]1[CH:78]=[C:77]([CH:82]=[CH:81][CH:80]=1)[C:76]([O:75][CH2:73][CH3:74])=[O:84])=[CH:8][CH:9]=[CH:10]2, predict the reactants needed to synthesize it. The reactants are: FC(F)(F)S(O[C:7]1[C:16]2[C:11](=[CH:12][C:13]([O:17][CH3:18])=[CH:14][CH:15]=2)[CH:10]=[CH:9][CH:8]=1)(=O)=O.C1(P(C2C=CC=CC=2)C2C=CC3C(=CC=CC=3)C=2C2C3C(=CC=CC=3)C=CC=2P(C2C=CC=CC=2)C2C=CC=CC=2)C=CC=CC=1.C(=O)([O-])[O-].[Cs+].[Cs+].[CH2:73]([O:75][C:76](=[O:84])[C:77]1[CH:82]=[CH:81][CH:80]=[C:79]([NH2:83])[CH:78]=1)[CH3:74]. (8) Given the product [ClH:1].[F:2][C:3]1[CH:4]=[CH:5][C:6]([CH2:9][O:10][C:11]2[CH:16]=[CH:15][N:14]([C:17]3[CH:18]=[CH:19][C:20]4[C:29]5[CH2:28][CH2:27][NH:26][CH2:25][CH2:24][C:23]=5[N:22]([CH3:37])[C:21]=4[N:38]=3)[C:13](=[O:39])[CH:12]=2)=[N:7][CH:8]=1, predict the reactants needed to synthesize it. The reactants are: [ClH:1].[F:2][C:3]1[CH:4]=[CH:5][C:6]([CH2:9][O:10][C:11]2[CH:16]=[CH:15][N:14]([C:17]3[CH:18]=[CH:19][C:20]4[C:29]5[CH2:28][CH2:27][N:26](C(OC(C)(C)C)=O)[CH2:25][CH2:24][C:23]=5[N:22]([CH3:37])[C:21]=4[N:38]=3)[C:13](=[O:39])[CH:12]=2)=[N:7][CH:8]=1. (9) Given the product [NH2:1][C@:2]1([CH2:24][OH:25])[CH2:6][CH2:5][C@@H:4]([C:7]2[CH:12]=[CH:11][C:10]([C:13](=[O:27])[CH2:14][CH2:15][CH2:16][CH2:17][C:18]3[CH:19]=[CH:20][CH:21]=[CH:22][CH:23]=3)=[CH:9][CH:8]=2)[CH2:3]1.[C:26]([OH:28])(=[O:27])[CH3:2], predict the reactants needed to synthesize it. The reactants are: [NH2:1][C@:2]1([CH2:24][OH:25])[CH2:6][CH2:5][C@@H:4]([C:7]2[CH:12]=[CH:11][C:10]([C:13]#[C:14][CH2:15][CH2:16][CH2:17][C:18]3[CH:23]=[CH:22][CH:21]=[CH:20][CH:19]=3)=[CH:9][CH:8]=2)[CH2:3]1.[CH:26]([OH:28])=[O:27]. (10) Given the product [CH2:1]([O:8][C:9]1[CH:10]=[C:11]2[C:16](=[CH:17][CH:18]=1)[C:15]([OH:19])=[C:14]([C:24]1[CH:25]=[CH:26][C:27]([F:30])=[CH:28][CH:29]=1)[CH:13]=[CH:12]2)[C:2]1[CH:3]=[CH:4][CH:5]=[CH:6][CH:7]=1, predict the reactants needed to synthesize it. The reactants are: [CH2:1]([O:8][C:9]1[CH:10]=[C:11]2[C:16](=[CH:17][CH:18]=1)[C:15]([O:19]S(C)(=O)=O)=[C:14]([C:24]1[CH:29]=[CH:28][C:27]([F:30])=[CH:26][CH:25]=1)[CH:13]=[CH:12]2)[C:2]1[CH:7]=[CH:6][CH:5]=[CH:4][CH:3]=1.[OH-].[Na+].C(OCC)(=O)C.